Dataset: Forward reaction prediction with 1.9M reactions from USPTO patents (1976-2016). Task: Predict the product of the given reaction. (1) Given the reactants [NH2:1][C:2]1[N:7]=[CH:6][C:5]([C:8]2[N:13]=[CH:12][C:11](B(O)O)=[CH:10][C:9]=2[F:17])=[CH:4][N:3]=1.Cl[C:19]1[CH:24]=[CH:23][CH:22]=[CH:21][C:20]=1[C:25]1[CH:26]=[N:27][C:28]([NH2:31])=[N:29][CH:30]=1, predict the reaction product. The product is: [NH2:1][C:2]1[N:7]=[CH:6][C:5]([C:8]2[N:13]=[CH:12][C:11]([C:19]3[CH:24]=[CH:23][CH:22]=[CH:21][C:20]=3[C:25]3[CH:26]=[N:27][C:28]([NH2:31])=[N:29][CH:30]=3)=[CH:10][C:9]=2[F:17])=[CH:4][N:3]=1. (2) Given the reactants F[C:2]1[N:6]([CH3:7])[N:5]=[C:4]([C:8]([F:14])([F:13])[C:9]([F:12])([F:11])[F:10])[C:3]=1[C:15]([F:18])([F:17])[F:16].[CH2:19]([SH:26])[C:20]1[CH:25]=[CH:24][CH:23]=[CH:22][CH:21]=1.C(N(CC)CC)C, predict the reaction product. The product is: [CH2:19]([S:26][C:2]1[N:6]([CH3:7])[N:5]=[C:4]([C:8]([F:14])([F:13])[C:9]([F:12])([F:11])[F:10])[C:3]=1[C:15]([F:18])([F:17])[F:16])[C:20]1[CH:25]=[CH:24][CH:23]=[CH:22][CH:21]=1. (3) Given the reactants [Cl:1][C:2]1[CH:10]=[CH:9][CH:8]=[C:7]2[C:3]=1[C:4]([C:15]([OH:17])=O)=[CH:5][N:6]2[CH:11]1[CH2:14][O:13][CH2:12]1.Cl.[CH:19]1([CH:25]([NH2:30])[C:26]([F:29])([F:28])[F:27])[CH2:24][CH2:23][CH2:22][CH2:21][CH2:20]1.C(Cl)CCl.N1(O)C2C=CC=CC=2N=N1.C(N(C(C)C)C(C)C)C, predict the reaction product. The product is: [Cl:1][C:2]1[CH:10]=[CH:9][CH:8]=[C:7]2[C:3]=1[C:4]([C:15]([NH:30][CH:25]([CH:19]1[CH2:24][CH2:23][CH2:22][CH2:21][CH2:20]1)[C:26]([F:27])([F:28])[F:29])=[O:17])=[CH:5][N:6]2[CH:11]1[CH2:12][O:13][CH2:14]1. (4) Given the reactants [OH:1]/[N:2]=[C:3](/[C:10]1[CH:15]=[CH:14][CH:13]=[CH:12][CH:11]=1)\[CH2:4][CH2:5][C:6]([O:8]C)=[O:7].Cl[CH2:17][C:18]1[CH:37]=[CH:36][C:21]([O:22][CH2:23][C:24]2[N:25]=[C:26]([C:30]3[CH:35]=[CH:34][CH:33]=[CH:32][CH:31]=3)[O:27][C:28]=2[CH3:29])=[CH:20][CH:19]=1.[H-].[Na+].Cl.C(=O)([O-])O.[Na+], predict the reaction product. The product is: [CH3:29][C:28]1[O:27][C:26]([C:30]2[CH:31]=[CH:32][CH:33]=[CH:34][CH:35]=2)=[N:25][C:24]=1[CH2:23][O:22][C:21]1[CH:20]=[CH:19][C:18]([CH2:17][O:1]/[N:2]=[C:3](/[C:10]2[CH:15]=[CH:14][CH:13]=[CH:12][CH:11]=2)\[CH2:4][CH2:5][C:6]([OH:8])=[O:7])=[CH:37][CH:36]=1. (5) Given the reactants [NH2:1][C:2]1[CH:3]=[N:4][N:5]([CH:7]([C:22]2[CH:27]=CC=CC=2)[C:8]2(F)CCN(C(OC(C)(C)C)=O)CC2)[CH:6]=1.[S:28]1C(C(=O)C)=C[N:30]=[CH:29]1, predict the reaction product. The product is: [S:28]1[C:22]([CH:7]([N:5]2[CH:6]=[C:2]([NH2:1])[CH:3]=[N:4]2)[CH3:8])=[CH:27][N:30]=[CH:29]1. (6) Given the reactants C[C@H:18]1[O:19][C@@H:20]([O:24][C@H]2[C@@H](O)C[C@H]([O:16][C@H:17]3[C@@H:22]([OH:23])[CH2:21][C@H:20]([O:24][C@@H]4C[C@H]5CC[C@H]6[C@@]7(O)CC[C@H](C8COC(=O)C=8)[C@@]7(C)CC[C@@H]6[C@@]5(C)CC4)[O:19][C@@H:18]3C)O[C@@H]2C)[CH2:21][C@H:22]([OH:23])[C@@H:17]1[OH:16].CN([CH:58]=[O:59])C.C(O)(=[O:62])C, predict the reaction product. The product is: [O:24]=[CH:20][C@@H:21]([C@H:22]([C@@H:17]([C@@H:18]([CH2:58][OH:59])[OH:19])[OH:16])[OH:23])[OH:62]. (7) The product is: [C:40]([C:18]1[C:17]([O:24][C:25]([F:33])([F:34])[CH:26]([F:32])[O:27][C:43]([F:54])([F:53])[F:42])=[N:16][N:15]([C:3]2[CH:4]=[C:5]([S:9][CH2:10][C:43]([F:54])([F:53])[F:42])[C:6]([CH3:8])=[CH:7][C:2]=2[F:1])[CH:19]=1)#[N:37]. Given the reactants [F:1][C:2]1[CH:7]=[C:6]([CH3:8])[C:5]([S:9][CH2:10]C(F)(F)F)=[CH:4][C:3]=1[N:15]1[CH:19]=[C:18](CC(N)=O)[C:17]([O:24][C:25]([F:34])([F:33])[CH:26]([F:32])[O:27]C(F)(F)F)=[N:16]1.C([N:37]([CH2:40]C)CC)C.[F:42][C:43]([F:54])([F:53])C(OC(=O)[C:43]([F:54])([F:53])[F:42])=O, predict the reaction product. (8) Given the reactants [CH3:1][O:2][C:3]1[C:13]2[CH2:12][CH2:11]N[CH2:9][CH2:8][C:7]=2[CH:6]=[CH:5][CH:4]=1.CS(OCCC1C(CCOS(C)(=O)=O)=CC=CC=1OC)(=O)=O, predict the reaction product. The product is: [CH3:1][O:2][C:3]1[CH:4]=[CH:5][CH:6]=[C:7]2[C:13]=1[CH2:12][CH:11]=[CH:9][CH2:8]2. (9) Given the reactants [N:1]1([C:6]2[CH:11]=[CH:10][N:9]=[C:8]([CH2:12]O)[CH:7]=2)[CH:5]=[CH:4][CH:3]=[CH:2]1.S(Cl)([Cl:16])=O.O, predict the reaction product. The product is: [Cl:16][CH2:12][C:8]1[CH:7]=[C:6]([N:1]2[CH:5]=[CH:4][CH:3]=[CH:2]2)[CH:11]=[CH:10][N:9]=1. (10) Given the reactants [CH3:1][CH:2]1[CH2:4][NH:3]1.[C:5]1([CH3:15])[CH:10]=[CH:9][C:8]([S:11](Cl)(=[O:13])=[O:12])=[CH:7][CH:6]=1, predict the reaction product. The product is: [CH3:1][CH:2]1[CH2:4][N:3]1[S:11]([C:8]1[CH:9]=[CH:10][C:5]([CH3:15])=[CH:6][CH:7]=1)(=[O:13])=[O:12].